From a dataset of Full USPTO retrosynthesis dataset with 1.9M reactions from patents (1976-2016). Predict the reactants needed to synthesize the given product. (1) Given the product [C:14]1([N:20]2[CH:3]([C:4]3[CH:9]=[CH:8][CH:7]=[CH:6][CH:5]=3)[CH:2]([C:1]([O:11][CH2:12][CH3:13])=[O:10])[C:22]([C:23]3[CH:28]=[CH:27][CH:26]=[CH:25][CH:24]=3)=[N:21]2)[CH:15]=[CH:16][CH:17]=[CH:18][CH:19]=1, predict the reactants needed to synthesize it. The reactants are: [C:1]([O:11][CH2:12][CH3:13])(=[O:10])[CH:2]=[CH:3][C:4]1[CH:9]=[CH:8][CH:7]=[CH:6][CH:5]=1.[C:14]1([NH:20][N:21]=[CH:22][C:23]2[CH:28]=[CH:27][CH:26]=[CH:25][CH:24]=2)[CH:19]=[CH:18][CH:17]=[CH:16][CH:15]=1.CC1C=CC(S([N-]Cl)(=O)=O)=CC=1.O.O.O.[Na+].CO. (2) Given the product [CH2:1]([O:3][C:4](=[O:11])[CH:5]([C:6]([CH:8]1[CH2:10][CH2:9]1)=[O:7])[C:18](=[O:19])[C:16]1[CH:17]=[N:12][CH:13]=[N:14][CH:15]=1)[CH3:2], predict the reactants needed to synthesize it. The reactants are: [CH2:1]([O:3][C:4](=[O:11])[CH2:5][C:6]([CH:8]1[CH2:10][CH2:9]1)=[O:7])[CH3:2].[N:12]1[CH:17]=[C:16]([C:18](Cl)=[O:19])[CH:15]=[N:14][CH:13]=1. (3) Given the product [N:8]1([C:13]2[CH:18]=[CH:17][C:16]([C:19]3[CH:24]=[CH:23][C:22]([C:25]4[C:51]([Cl:52])=[CH:50][C:28]5[NH:29][C:30]([O:32][C@H:33]6[C@H:37]7[O:38][CH2:39][C@@H:40]([OH:41])[C@H:36]7[O:35][CH2:34]6)=[N:31][C:27]=5[CH:26]=4)=[CH:21][CH:20]=3)=[CH:15][CH:14]=2)[CH:12]=[N:11][CH:10]=[N:9]1, predict the reactants needed to synthesize it. The reactants are: C(O)(C(F)(F)F)=O.[N:8]1([C:13]2[CH:18]=[CH:17][C:16]([C:19]3[CH:24]=[CH:23][C:22]([C:25]4[C:51]([Cl:52])=[CH:50][C:28]5[N:29](COCC[Si](C)(C)C)[C:30]([O:32][C@H:33]6[C@H:37]7[O:38][CH2:39][C@@H:40]([OH:41])[C@H:36]7[O:35][CH2:34]6)=[N:31][C:27]=5[CH:26]=4)=[CH:21][CH:20]=3)=[CH:15][CH:14]=2)[CH:12]=[N:11][CH:10]=[N:9]1.